This data is from Catalyst prediction with 721,799 reactions and 888 catalyst types from USPTO. The task is: Predict which catalyst facilitates the given reaction. (1) Reactant: CS(O[C@@H:6]1[CH2:10][CH2:9][N:8]([C:11]([O:13][CH2:14][C:15]2[CH:20]=[CH:19][CH:18]=[CH:17][CH:16]=2)=[O:12])[CH2:7]1)(=O)=O.[C-:21]#[N:22].[K+]. Product: [C:21]([C@H:6]1[CH2:10][CH2:9][N:8]([C:11]([O:13][CH2:14][C:15]2[CH:20]=[CH:19][CH:18]=[CH:17][CH:16]=2)=[O:12])[CH2:7]1)#[N:22]. The catalyst class is: 16. (2) Reactant: C(OC(=O)[NH:7][CH:8]1[CH2:13][CH2:12][CH2:11][N:10]([CH2:14][C:15](=[O:27])[NH:16][CH:17]2[C:26]3[C:21](=[CH:22][CH:23]=[CH:24][CH:25]=3)[CH2:20][CH2:19][CH2:18]2)[C:9]1=[O:28])(C)(C)C.Cl.[C:31]([N:38]([CH3:44])[C@H:39]([C:41]([OH:43])=O)[CH3:40])([O:33][C:34]([CH3:37])([CH3:36])[CH3:35])=[O:32].C1C=CC2N(O)N=NC=2C=1.CCN=C=NCCCN(C)C.CCN(C(C)C)C(C)C. Product: [C:34]([O:33][C:31](=[O:32])[N:38]([CH3:44])[CH:39]([C:41](=[O:43])[NH:7][CH:8]1[CH2:13][CH2:12][CH2:11][N:10]([CH2:14][C:15](=[O:27])[NH:16][CH:17]2[C:26]3[C:21](=[CH:22][CH:23]=[CH:24][CH:25]=3)[CH2:20][CH2:19][CH2:18]2)[C:9]1=[O:28])[CH3:40])([CH3:35])([CH3:36])[CH3:37]. The catalyst class is: 399. (3) Reactant: [Br:1][C:2]1[CH:31]=[CH:30][C:29]([F:32])=[CH:28][C:3]=1[O:4][CH:5]1[CH2:10][CH2:9][N:8]([C:11]2[S:12][C:13]3[C:18]([Cl:19])=[N:17][C:16]([S:20][CH2:21][C:22]([O:24]CC)=[O:23])=[N:15][C:14]=3[N:27]=2)[CH2:7][CH2:6]1.[OH-].[Li+]. Product: [Br:1][C:2]1[CH:31]=[CH:30][C:29]([F:32])=[CH:28][C:3]=1[O:4][CH:5]1[CH2:10][CH2:9][N:8]([C:11]2[S:12][C:13]3[C:18]([Cl:19])=[N:17][C:16]([S:20][CH2:21][C:22]([OH:24])=[O:23])=[N:15][C:14]=3[N:27]=2)[CH2:7][CH2:6]1. The catalyst class is: 7. (4) Reactant: [Br:1][C:2]1[CH:3]=[C:4]([CH:8]2[CH2:13][CH2:12][NH:11][CH2:10][CH2:9]2)[CH:5]=[CH:6][CH:7]=1.[ClH:14].C=O.O.[C:18](O)(=O)C.C([BH3-])#N.[Na+].[Cl-].[NH4+]. Product: [ClH:14].[Br:1][C:2]1[CH:3]=[C:4]([CH:8]2[CH2:13][CH2:12][N:11]([CH3:18])[CH2:10][CH2:9]2)[CH:5]=[CH:6][CH:7]=1. The catalyst class is: 5. (5) Reactant: C(OC(N1CCC(C(O[C:21]2[CH:43]=[CH:42][C:24]3[C:25]4[N:29]([CH2:30][CH2:31][O:32][C:23]=3[CH:22]=2)[CH:28]=[C:27]([C:33]2[N:34]([CH:39]([CH3:41])[CH3:40])[N:35]=[C:36]([CH3:38])[N:37]=2)[N:26]=4)CC)CC1)=O)C1C=CC=CC=1.[CH2:44]([O:51][C:52]([N:54]1[CH2:59][CH2:58][CH:57]([CH:60]([O:65]S(C(F)(F)F)(=O)=O)[C:61]([F:64])([F:63])[F:62])[CH2:56][CH2:55]1)=[O:53])[C:45]1[CH:50]=[CH:49][CH:48]=[CH:47][CH:46]=1.C([O-])([O-])=O.[Cs+].[Cs+]. Product: [CH2:44]([O:51][C:52]([N:54]1[CH2:59][CH2:58][CH:57]([CH:60]([O:65][C:21]2[CH:43]=[CH:42][C:24]3[C:25]4[N:29]([CH2:30][CH2:31][O:32][C:23]=3[CH:22]=2)[CH:28]=[C:27]([C:33]2[N:34]([CH:39]([CH3:41])[CH3:40])[N:35]=[C:36]([CH3:38])[N:37]=2)[N:26]=4)[C:61]([F:64])([F:63])[F:62])[CH2:56][CH2:55]1)=[O:53])[C:45]1[CH:50]=[CH:49][CH:48]=[CH:47][CH:46]=1. The catalyst class is: 3. (6) Reactant: [CH2:1]([O:3][C:4]([C:6]1([F:13])[CH2:11][CH2:10][CH2:9][NH:8][C:7]1=[O:12])=[O:5])[CH3:2]. Product: [F:13][C@@:6]1([C:4]([O:3][CH2:1][CH3:2])=[O:5])[CH2:11][CH2:10][CH2:9][NH:8][C:7]1=[O:12]. The catalyst class is: 8. (7) Reactant: [CH2:1]([N:8]([CH2:34][C:35]([O:37]CC)=[O:36])[CH2:9][C:10]1[CH:15]=[CH:14][C:13]([O:16][CH2:17][CH2:18][C:19]2[CH:24]=[CH:23][CH:22]=[C:21]([N:25](C(OC(C)(C)C)=O)[CH3:26])[N:20]=2)=[CH:12][CH:11]=1)[C:2]1[CH:7]=[CH:6][CH:5]=[CH:4][CH:3]=1. Product: [CH2:1]([N:8]([CH2:34][C:35]([OH:37])=[O:36])[CH2:9][C:10]1[CH:15]=[CH:14][C:13]([O:16][CH2:17][CH2:18][C:19]2[CH:24]=[CH:23][CH:22]=[C:21]([NH:25][CH3:26])[N:20]=2)=[CH:12][CH:11]=1)[C:2]1[CH:7]=[CH:6][CH:5]=[CH:4][CH:3]=1. The catalyst class is: 89.